This data is from NCI-60 drug combinations with 297,098 pairs across 59 cell lines. The task is: Regression. Given two drug SMILES strings and cell line genomic features, predict the synergy score measuring deviation from expected non-interaction effect. (1) Cell line: K-562. Drug 1: CC1=C(C=C(C=C1)C(=O)NC2=CC(=CC(=C2)C(F)(F)F)N3C=C(N=C3)C)NC4=NC=CC(=N4)C5=CN=CC=C5. Synergy scores: CSS=14.7, Synergy_ZIP=2.48, Synergy_Bliss=-0.230, Synergy_Loewe=-15.5, Synergy_HSA=0.604. Drug 2: CCN(CC)CCNC(=O)C1=C(NC(=C1C)C=C2C3=C(C=CC(=C3)F)NC2=O)C. (2) Synergy scores: CSS=10.4, Synergy_ZIP=-3.49, Synergy_Bliss=2.67, Synergy_Loewe=0.126, Synergy_HSA=1.93. Drug 1: CNC(=O)C1=CC=CC=C1SC2=CC3=C(C=C2)C(=NN3)C=CC4=CC=CC=N4. Drug 2: C1CCC(CC1)NC(=O)N(CCCl)N=O. Cell line: MCF7. (3) Drug 1: CC1=C(N=C(N=C1N)C(CC(=O)N)NCC(C(=O)N)N)C(=O)NC(C(C2=CN=CN2)OC3C(C(C(C(O3)CO)O)O)OC4C(C(C(C(O4)CO)O)OC(=O)N)O)C(=O)NC(C)C(C(C)C(=O)NC(C(C)O)C(=O)NCCC5=NC(=CS5)C6=NC(=CS6)C(=O)NCCC[S+](C)C)O. Drug 2: B(C(CC(C)C)NC(=O)C(CC1=CC=CC=C1)NC(=O)C2=NC=CN=C2)(O)O. Cell line: COLO 205. Synergy scores: CSS=64.8, Synergy_ZIP=0.254, Synergy_Bliss=-2.01, Synergy_Loewe=0.724, Synergy_HSA=3.58. (4) Cell line: ACHN. Synergy scores: CSS=22.2, Synergy_ZIP=-1.38, Synergy_Bliss=-2.09, Synergy_Loewe=-3.60, Synergy_HSA=-1.94. Drug 2: COCCOC1=C(C=C2C(=C1)C(=NC=N2)NC3=CC=CC(=C3)C#C)OCCOC.Cl. Drug 1: C1=NC2=C(N1)C(=S)N=CN2. (5) Drug 1: C1CCN(CC1)CCOC2=CC=C(C=C2)C(=O)C3=C(SC4=C3C=CC(=C4)O)C5=CC=C(C=C5)O. Drug 2: COC1=C2C(=CC3=C1OC=C3)C=CC(=O)O2. Cell line: PC-3. Synergy scores: CSS=-0.909, Synergy_ZIP=0.730, Synergy_Bliss=0.957, Synergy_Loewe=1.19, Synergy_HSA=-0.229. (6) Drug 1: C1CC(=O)NC(=O)C1N2CC3=C(C2=O)C=CC=C3N. Drug 2: CCC1(CC2CC(C3=C(CCN(C2)C1)C4=CC=CC=C4N3)(C5=C(C=C6C(=C5)C78CCN9C7C(C=CC9)(C(C(C8N6C=O)(C(=O)OC)O)OC(=O)C)CC)OC)C(=O)OC)O.OS(=O)(=O)O. Cell line: SK-MEL-2. Synergy scores: CSS=37.7, Synergy_ZIP=-1.08, Synergy_Bliss=1.27, Synergy_Loewe=-38.9, Synergy_HSA=2.22.